This data is from Full USPTO retrosynthesis dataset with 1.9M reactions from patents (1976-2016). The task is: Predict the reactants needed to synthesize the given product. The reactants are: Cl[C:2]1[CH:3]=[C:4]([N:11]2[CH2:16][CH2:15][CH:14]([CH3:17])[CH2:13][CH2:12]2)[C:5]([N+:8]([O-:10])=[O:9])=[N:6][CH:7]=1.[CH3:18][N:19]1[CH2:24][CH2:23][NH:22][CH2:21][CH2:20]1. Given the product [CH3:17][CH:14]1[CH2:15][CH2:16][N:11]([C:4]2[C:5]([N+:8]([O-:10])=[O:9])=[N:6][CH:7]=[C:2]([N:22]3[CH2:23][CH2:24][N:19]([CH3:18])[CH2:20][CH2:21]3)[CH:3]=2)[CH2:12][CH2:13]1, predict the reactants needed to synthesize it.